Dataset: Full USPTO retrosynthesis dataset with 1.9M reactions from patents (1976-2016). Task: Predict the reactants needed to synthesize the given product. (1) Given the product [Br:13][C:4]1[C:5]([OH:11])=[C:6]([C:8](=[O:10])[CH3:9])[CH:7]=[C:2]([Cl:1])[C:3]=1[F:12], predict the reactants needed to synthesize it. The reactants are: [Cl:1][C:2]1[C:3]([F:12])=[CH:4][C:5]([OH:11])=[C:6]([C:8](=[O:10])[CH3:9])[CH:7]=1.[Br:13]N1C(=O)CCC1=O. (2) Given the product [CH3:31][N:21]1[CH2:20][C:19]2[C:23](=[C:24]([N+:27]([O-:29])=[O:28])[CH:25]=[CH:26][C:18]=2[O:17][CH:3]([CH3:11])[CH3:4])[C:22]1=[O:30], predict the reactants needed to synthesize it. The reactants are: CO[C:3]1[CH:11]=CC([N+]([O-])=O)=C2[C:4]=1CN(C)C2=O.[OH:17][C:18]1[CH:26]=[CH:25][C:24]([N+:27]([O-:29])=[O:28])=[C:23]2[C:19]=1[CH2:20][N:21]([CH3:31])[C:22]2=[O:30].C(I)(C)C. (3) Given the product [CH3:1][N:2]1[CH2:7][CH2:6][N:5]([C:8]2[CH:9]=[CH:10][C:11]3[N:15]=[C:37]([C:35]4[CH:34]=[CH:33][C:31]5[N:32]=[C:28]([C:25]6[CH:24]=[CH:23][C:22]([O:21][CH2:18][C:19]#[CH:20])=[CH:27][CH:26]=6)[NH:29][C:30]=5[CH:36]=4)[NH:13][C:12]=3[CH:14]=2)[CH2:4][CH2:3]1, predict the reactants needed to synthesize it. The reactants are: [CH3:1][N:2]1[CH2:7][CH2:6][N:5]([C:8]2[CH:9]=[CH:10][C:11]([N+:15]([O-])=O)=[C:12]([CH:14]=2)[NH2:13])[CH2:4][CH2:3]1.[CH2:18]([O:21][C:22]1[CH:27]=[CH:26][C:25]([C:28]2[NH:29][C:30]3[CH:36]=[C:35]([CH:37]=O)[CH:34]=[CH:33][C:31]=3[N:32]=2)=[CH:24][CH:23]=1)[C:19]#[CH:20]. (4) The reactants are: [C:1]12([C:11]3[CH:12]=[C:13]([C:19]4[CH:20]=[C:21]([CH:31]=[CH:32][CH:33]=4)[CH:22]=[C:23]4[S:27][C:26](SC)=[N:25][C:24]4=[O:30])[CH:14]=[C:15]([F:18])[C:16]=3[OH:17])[CH2:10][CH:5]3[CH2:6][CH:7]([CH2:9][CH:3]([CH2:4]3)[CH2:2]1)[CH2:8]2.[NH2:34][C:35]([NH2:37])=[NH:36]. Given the product [C:1]12([C:11]3[CH:12]=[C:13]([C:19]4[CH:20]=[C:21]([CH:31]=[CH:32][CH:33]=4)[CH:22]=[C:23]4[S:27][C:26]([NH:36][C:35]([NH2:37])=[NH:34])=[N:25][C:24]4=[O:30])[CH:14]=[C:15]([F:18])[C:16]=3[OH:17])[CH2:8][CH:7]3[CH2:6][CH:5]([CH2:4][CH:3]([CH2:9]3)[CH2:2]1)[CH2:10]2, predict the reactants needed to synthesize it. (5) The reactants are: [Cl:1][C:2]1[CH:7]=[C:6]([C:8]2[CH:13]=[N:12][CH:11]=[C:10]([CH3:14])[N:9]=2)[CH:5]=[CH:4][C:3]=1[C:15]1[C:26](=[O:27])[N:25]([CH2:28][CH2:29][C@H:30]2[CH2:34][O:33][C:32]([CH3:36])([CH3:35])[O:31]2)[C:18]2[N:19]=[C:20]([S:23][CH3:24])[N:21]=[CH:22][C:17]=2[CH:16]=1.C1C=C(Cl)C=C(C(OO)=[O:45])C=1.C([O-])(O)=O.[Na+]. Given the product [Cl:1][C:2]1[CH:7]=[C:6]([C:8]2[CH:13]=[N:12][CH:11]=[C:10]([CH3:14])[N:9]=2)[CH:5]=[CH:4][C:3]=1[C:15]1[C:26](=[O:27])[N:25]([CH2:28][CH2:29][C@H:30]2[CH2:34][O:33][C:32]([CH3:36])([CH3:35])[O:31]2)[C:18]2[N:19]=[C:20]([S:23]([CH3:24])=[O:45])[N:21]=[CH:22][C:17]=2[CH:16]=1, predict the reactants needed to synthesize it.